Dataset: Catalyst prediction with 721,799 reactions and 888 catalyst types from USPTO. Task: Predict which catalyst facilitates the given reaction. Reactant: [C:1]([C:3]1[CH:4]=[C:5]([CH:9]=[CH:10][C:11]=1[O:12][CH:13]([CH3:15])[CH3:14])[C:6](Cl)=[O:7])#[N:2].O[NH:17][C:18](=[NH:37])[C:19]1[C:29]2[CH2:28][CH2:27][N:26]([C:30]([O:32][C:33]([CH3:36])([CH3:35])[CH3:34])=[O:31])[CH2:25][CH2:24][C:23]=2[CH:22]=[CH:21][CH:20]=1.C(N(CC)CC)C. Product: [C:1]([C:3]1[CH:4]=[C:5]([C:6]2[O:7][N:17]=[C:18]([C:19]3[C:29]4[CH2:28][CH2:27][N:26]([C:30]([O:32][C:33]([CH3:36])([CH3:35])[CH3:34])=[O:31])[CH2:25][CH2:24][C:23]=4[CH:22]=[CH:21][CH:20]=3)[N:37]=2)[CH:9]=[CH:10][C:11]=1[O:12][CH:13]([CH3:15])[CH3:14])#[N:2]. The catalyst class is: 3.